This data is from Reaction yield outcomes from USPTO patents with 853,638 reactions. The task is: Predict the reaction yield, written as a fraction of the theoretical maximum amount of product (1.0 means a 100% yield; for example, 0.34 means a 34% yield). (1) The reactants are [Cl:1][C:2]1[CH:31]=[CH:30][C:5]([CH2:6][NH:7][C:8]([C:10]2[C:19](=[O:20])[C:18]3[C:13](=[C:14](I)[CH:15]=[C:16]([CH2:21][N:22]4[CH2:27][CH2:26][O:25][CH2:24][CH2:23]4)[CH:17]=3)[N:12]([CH3:29])[CH:11]=2)=[O:9])=[CH:4][CH:3]=1.[CH3:32][N:33]([CH3:37])[CH2:34][C:35]#[CH:36].CN(C=O)C. The catalyst is N(CC)CC.[Cu]I. The product is [Cl:1][C:2]1[CH:31]=[CH:30][C:5]([CH2:6][NH:7][C:8]([C:10]2[C:19](=[O:20])[C:18]3[C:13](=[C:14]([C:36]#[C:35][CH2:34][N:33]([CH3:37])[CH3:32])[CH:15]=[C:16]([CH2:21][N:22]4[CH2:27][CH2:26][O:25][CH2:24][CH2:23]4)[CH:17]=3)[N:12]([CH3:29])[CH:11]=2)=[O:9])=[CH:4][CH:3]=1. The yield is 0.550. (2) The reactants are [C:1]1([NH:7][C:8]2[CH:16]=[CH:15][CH:14]=[CH:13][C:9]=2[C:10]([OH:12])=O)[CH:6]=[CH:5][CH:4]=[CH:3][CH:2]=1.[NH2:17][C@@H:18]1[C@H:22]2[O:23][CH2:24][C@H:25]([NH:26][C:27]([CH:29]3[CH2:31][CH2:30]3)=[O:28])[C@H:21]2[O:20][CH2:19]1. No catalyst specified. The product is [CH:29]1([C:27]([NH:26][C@@H:25]2[C@H:21]3[O:20][CH2:19][C@H:18]([NH:17][C:10](=[O:12])[C:9]4[CH:13]=[CH:14][CH:15]=[CH:16][C:8]=4[NH:7][C:1]4[CH:2]=[CH:3][CH:4]=[CH:5][CH:6]=4)[C@H:22]3[O:23][CH2:24]2)=[O:28])[CH2:30][CH2:31]1. The yield is 0.709. (3) The reactants are Cl[CH2:2][C:3](Cl)=[O:4].[N+:6]([C:9]1[CH:10]=[CH:11][C:12]2[O:18][CH2:17][CH2:16][CH2:15][NH:14][C:13]=2[CH:19]=1)([O-:8])=[O:7].[CH2:20]([N:22](CC)[CH2:23][CH3:24])[CH3:21].N1CCCC1. The catalyst is CN(C)C1C=CN=CC=1.C(#N)C.C(Cl)Cl.O. The product is [N+:6]([C:9]1[CH:10]=[CH:11][C:12]2[O:18][CH2:17][CH2:16][CH2:15][N:14]([C:3](=[O:4])[CH2:2][N:22]3[CH2:23][CH2:24][CH2:21][CH2:20]3)[C:13]=2[CH:19]=1)([O-:8])=[O:7]. The yield is 0.880. (4) The reactants are [CH:1]([O:4][C:5]1[C:13]([CH3:14])=[CH:12][CH:11]=[CH:10][C:6]=1[C:7]([OH:9])=O)([CH3:3])[CH3:2].[CH2:15]([O:17][C:18]([C:20]1([NH2:30])[CH2:28][C:27]2[C:22](=[CH:23][CH:24]=[C:25]([F:29])[CH:26]=2)[CH2:21]1)=[O:19])[CH3:16].CN(C(ON1N=NC2C=CC=NC1=2)=[N+](C)C)C.F[P-](F)(F)(F)(F)F.CCN(C(C)C)C(C)C. The catalyst is CN(C=O)C. The product is [CH2:15]([O:17][C:18]([C:20]1([NH:30][C:7](=[O:9])[C:6]2[CH:10]=[CH:11][CH:12]=[C:13]([CH3:14])[C:5]=2[O:4][CH:1]([CH3:2])[CH3:3])[CH2:28][C:27]2[C:22](=[CH:23][CH:24]=[C:25]([F:29])[CH:26]=2)[CH2:21]1)=[O:19])[CH3:16]. The yield is 0.860. (5) The reactants are [C:1]([O:5][C:6]([N:8]1[CH2:12][C@@H:11]([O:13][C:14]2[C:23]3[C:18](=[C:19]([CH3:26])[C:20]([O:24][CH3:25])=[CH:21][CH:22]=3)[N:17]=[C:16]([C:27]3[S:28][CH:29]=[C:30]([C:32]([F:35])([F:34])[F:33])[N:31]=3)[CH:15]=2)[CH2:10][C@H:9]1[C:36](O)=[O:37])=[O:7])([CH3:4])([CH3:3])[CH3:2].F[B-](F)(F)F.N1(OC(N(C)C)=[N+](C)C)C2C=CC=CC=2N=N1.S(C1C=CC(C)=CC=1)(O)(=O)=O.[CH3:72][NH:73][CH2:74][CH2:75][CH2:76][CH2:77][CH:78]=[CH:79]C.C(N(C(C)C)CC)(C)C. The catalyst is CN(C=O)C.C(OCC)(=O)C. The product is [CH2:74]([N:73]([CH3:72])[C:36]([C@@H:9]1[CH2:10][C@H:11]([O:13][C:14]2[C:23]3[C:18](=[C:19]([CH3:26])[C:20]([O:24][CH3:25])=[CH:21][CH:22]=3)[N:17]=[C:16]([C:27]3[S:28][CH:29]=[C:30]([C:32]([F:35])([F:34])[F:33])[N:31]=3)[CH:15]=2)[CH2:12][N:8]1[C:6]([O:5][C:1]([CH3:4])([CH3:2])[CH3:3])=[O:7])=[O:37])[CH2:75][CH2:76][CH2:77][CH:78]=[CH2:79]. The yield is 0.900. (6) The reactants are [NH2:1][C:2]1[C:10]2[C:5](=[N:6][C:7]([C:11]3[S:12][CH:13]=[CH:14][CH:15]=3)=[CH:8][CH:9]=2)[S:4][C:3]=1[C:16]([NH:18][C:19]1[CH:24]=[CH:23][CH:22]=[C:21]([C:25]([F:28])([F:27])[F:26])[CH:20]=1)=[O:17].F[B-](F)(F)F.[CH2:34]([O+](CC)CC)[CH3:35]. The catalyst is O1CCOCC1.C(Cl)Cl. The product is [CH2:34]([NH:1][C:2]1[C:10]2[C:5](=[N:6][C:7]([C:11]3[S:12][CH:13]=[CH:14][CH:15]=3)=[CH:8][CH:9]=2)[S:4][C:3]=1[C:16]([NH:18][C:19]1[CH:24]=[CH:23][CH:22]=[C:21]([C:25]([F:27])([F:28])[F:26])[CH:20]=1)=[O:17])[CH3:35]. The yield is 0.130. (7) The reactants are COC1C=CC(C[N:10]2[C:15]3[CH:16]=[C:17]([O:20][C:21]([F:24])([F:23])[F:22])[CH:18]=[CH:19][C:14]=3[O:13][C:12]([CH3:28])([C:25]([OH:27])=[O:26])[CH2:11]2)=CC=1.[ClH:29]. The catalyst is CO.[OH-].[OH-].[Pd+2]. The product is [ClH:29].[CH3:28][C:12]1([C:25]([OH:27])=[O:26])[CH2:11][NH:10][C:15]2[CH:16]=[C:17]([O:20][C:21]([F:22])([F:23])[F:24])[CH:18]=[CH:19][C:14]=2[O:13]1. The yield is 0.850. (8) The reactants are [OH:1][C:2]1[C:7]([N+:8]([O-:10])=[O:9])=[CH:6][CH:5]=[CH:4][N:3]=1.[I-].C[N+]1C=CN([C:18](=[O:27])[N:19]([CH3:26])[C:20]2[CH:25]=[CH:24][CH:23]=[CH:22][CH:21]=2)C=1.C(N(CC)CC)C. The catalyst is C(#N)C. The product is [N+:8]([C:7]1[C:2]([O:1][C:18](=[O:27])[N:19]([CH3:26])[C:20]2[CH:25]=[CH:24][CH:23]=[CH:22][CH:21]=2)=[N:3][CH:4]=[CH:5][CH:6]=1)([O-:10])=[O:9]. The yield is 0.500.